Dataset: Reaction yield outcomes from USPTO patents with 853,638 reactions. Task: Predict the reaction yield, written as a fraction of the theoretical maximum amount of product (1.0 means a 100% yield; for example, 0.34 means a 34% yield). (1) The catalyst is CN(C=O)C. The product is [F:34][C:35]1[CH:42]=[CH:41][CH:40]=[CH:39][C:36]=1[CH2:37][NH:38][C:17]([C@H:14]1[CH2:13][CH2:12][C@@H:11]([CH2:10][C:2]2[NH:1][C:5]3[CH:6]=[CH:7][CH:8]=[CH:9][C:4]=3[N:3]=2)[CH2:16][CH2:15]1)=[O:19]. The yield is 0.600. The reactants are [NH:1]1[C:5]2[CH:6]=[CH:7][CH:8]=[CH:9][C:4]=2[N:3]=[C:2]1[CH2:10][C@@H:11]1[CH2:16][CH2:15][C@H:14]([C:17]([OH:19])=O)[CH2:13][CH2:12]1.C(Cl)CCl.C1C=NC2N(O)N=NC=2C=1.[F:34][C:35]1[CH:42]=[CH:41][CH:40]=[CH:39][C:36]=1[CH2:37][NH2:38]. (2) The reactants are [Br:1][C:2]1[CH:3]=[CH:4][C:5]([F:14])=[C:6]2[C:11]=1[N:10]=[C:9]([CH2:12][OH:13])[CH:8]=[CH:7]2.CS(C)=O.C(N(CC)CC)C.S(=O)(=O)=O.N1C=CC=CC=1. The catalyst is C(Cl)Cl.CS(C)=O.O. The product is [Br:1][C:2]1[CH:3]=[CH:4][C:5]([F:14])=[C:6]2[C:11]=1[N:10]=[C:9]([CH:12]=[O:13])[CH:8]=[CH:7]2. The yield is 0.930. (3) The reactants are Cl[CH:2]([C:4]1[CH:9]=[CH:8][CH:7]=[C:6]([N+:10]([O-:12])=[O:11])[CH:5]=1)[CH3:3].C(N(C(C)C)CC)(C)C.[NH:22]1[CH2:27][CH2:26][O:25][CH2:24][CH2:23]1. The catalyst is C(Cl)Cl.O. The product is [N+:10]([C:6]1[CH:5]=[C:4]([CH:2]([N:22]2[CH2:27][CH2:26][O:25][CH2:24][CH2:23]2)[CH3:3])[CH:9]=[CH:8][CH:7]=1)([O-:12])=[O:11]. The yield is 0.460. (4) The reactants are Cl.[F:2][C:3]1[C:8]([F:9])=[CH:7][C:6]([F:10])=[CH:5][C:4]=1[CH2:11][C:12]([OH:14])=O.C1N=CN(C([N:22]2[CH:26]=NC=C2)=O)C=1.C1C[O:30][CH2:29]C1. The catalyst is O. The product is [CH3:29][O:30][N:22]([CH3:26])[C:12](=[O:14])[CH2:11][C:4]1[CH:5]=[C:6]([F:10])[CH:7]=[C:8]([F:9])[C:3]=1[F:2]. The yield is 0.800. (5) The reactants are [NH2:1][C:2]1[S:3][C@:4]2(/[CH:28]=[CH:29]/[C:30]([N:32]([CH3:34])[CH3:33])=[O:31])[C@H:6]([C@:7]([C:11]3[CH:12]=[C:13]([NH:18][C:19](=[O:27])[C:20]4[CH:25]=[CH:24][C:23]([Cl:26])=[CH:22][N:21]=4)[CH:14]=[CH:15][C:16]=3[F:17])([CH2:9][F:10])[N:8]=1)[CH2:5]2.[BH4-].[Li+]. The catalyst is C1COCC1. The product is [NH2:1][C:2]1[S:3][C@:4]2([CH2:28][CH2:29][C:30]([N:32]([CH3:34])[CH3:33])=[O:31])[C@H:6]([C@:7]([C:11]3[CH:12]=[C:13]([NH:18][C:19](=[O:27])[C:20]4[CH:25]=[CH:24][C:23]([Cl:26])=[CH:22][N:21]=4)[CH:14]=[CH:15][C:16]=3[F:17])([CH2:9][F:10])[N:8]=1)[CH2:5]2. The yield is 0.610. (6) The reactants are O[C:2]1[C:3]([C:11]([OH:13])=[O:12])=[N:4][N:5]([CH3:10])[C:6](=[O:9])[C:7]=1[CH3:8].O=P(Cl)(Cl)[Cl:16]. No catalyst specified. The product is [Cl:16][C:2]1[C:3]([C:11]([OH:13])=[O:12])=[N:4][N:5]([CH3:10])[C:6](=[O:9])[C:7]=1[CH3:8]. The yield is 0.600. (7) The reactants are [CH:1]([C:3]1[CH:4]=[N:5][CH:6]=[CH:7][C:8]=1[NH:9]C(=O)C(C)(C)C)=[O:2]. The catalyst is Cl. The product is [NH2:9][C:8]1[CH:7]=[CH:6][N:5]=[CH:4][C:3]=1[CH:1]=[O:2]. The yield is 0.580. (8) The reactants are [O-]CC.[Na+].[CH2:5]([C:9]([NH2:11])=[O:10])[C:6]([NH2:8])=[NH:7].Cl.Br[CH2:14][C:15]([C:17]1[CH:22]=[CH:21][C:20]([Br:23])=[CH:19][CH:18]=1)=O. The catalyst is C(O)C. The product is [NH2:7][C:6]1[NH:8][C:15]([C:17]2[CH:22]=[CH:21][C:20]([Br:23])=[CH:19][CH:18]=2)=[CH:14][C:5]=1[C:9]([NH2:11])=[O:10]. The yield is 0.0900.